This data is from Catalyst prediction with 721,799 reactions and 888 catalyst types from USPTO. The task is: Predict which catalyst facilitates the given reaction. Reactant: [OH:1][CH2:2][C@@:3]([C:6]1[CH:25]=[CH:24][C:9]([C:10]([NH:12][C:13]2[N:18]=[CH:17][C:16]3[CH:19]=[CH:20][N:21]([CH2:22][CH3:23])[C:15]=3[CH:14]=2)=[O:11])=[CH:8][C:7]=1[CH3:26])([OH:5])[CH3:4].C1C(=O)N([Cl:34])C(=O)C1. Product: [Cl:34][C:19]1[C:16]2[CH:17]=[N:18][C:13]([NH:12][C:10](=[O:11])[C:9]3[CH:24]=[CH:25][C:6]([C@:3]([OH:5])([CH3:4])[CH2:2][OH:1])=[C:7]([CH3:26])[CH:8]=3)=[CH:14][C:15]=2[N:21]([CH2:22][CH3:23])[CH:20]=1. The catalyst class is: 405.